Dataset: Forward reaction prediction with 1.9M reactions from USPTO patents (1976-2016). Task: Predict the product of the given reaction. (1) Given the reactants Cl[C:2]1[CH:9]=[CH:8][C:5]([C:6]#[N:7])=[C:4]([CH3:10])[N:3]=1.O.[NH2:12][NH2:13].O, predict the reaction product. The product is: [NH:12]([C:2]1[CH:9]=[CH:8][C:5]([C:6]#[N:7])=[C:4]([CH3:10])[N:3]=1)[NH2:13]. (2) Given the reactants C1(P(C2C=CC=CC=2)C2C=CC=CC=2)C=CC=CC=1.II.CCN(CC)CC.[Br:29][C:30]1[CH:63]=[CH:62][C:33]([C:34]([NH:36][NH:37][C:38](=[O:61])[C@H:39]([NH:50][C:51]2[CH:56]=[CH:55][C:54]([C:57]#[N:58])=[C:53]([Cl:59])[C:52]=2[CH3:60])[C@@H:40]([O:42][Si:43]([C:46]([CH3:49])([CH3:48])[CH3:47])([CH3:45])[CH3:44])[CH3:41])=O)=[CH:32][CH:31]=1, predict the reaction product. The product is: [Br:29][C:30]1[CH:31]=[CH:32][C:33]([C:34]2[O:61][C:38]([C@H:39]([NH:50][C:51]3[CH:56]=[CH:55][C:54]([C:57]#[N:58])=[C:53]([Cl:59])[C:52]=3[CH3:60])[C@@H:40]([O:42][Si:43]([C:46]([CH3:48])([CH3:49])[CH3:47])([CH3:44])[CH3:45])[CH3:41])=[N:37][N:36]=2)=[CH:62][CH:63]=1.